From a dataset of NCI-60 drug combinations with 297,098 pairs across 59 cell lines. Regression. Given two drug SMILES strings and cell line genomic features, predict the synergy score measuring deviation from expected non-interaction effect. (1) Drug 1: C1CCC(C1)C(CC#N)N2C=C(C=N2)C3=C4C=CNC4=NC=N3. Drug 2: CCC1=CC2CC(C3=C(CN(C2)C1)C4=CC=CC=C4N3)(C5=C(C=C6C(=C5)C78CCN9C7C(C=CC9)(C(C(C8N6C)(C(=O)OC)O)OC(=O)C)CC)OC)C(=O)OC.C(C(C(=O)O)O)(C(=O)O)O. Cell line: SN12C. Synergy scores: CSS=29.1, Synergy_ZIP=-3.38, Synergy_Bliss=1.99, Synergy_Loewe=4.37, Synergy_HSA=4.91. (2) Drug 1: CCC1(CC2CC(C3=C(CCN(C2)C1)C4=CC=CC=C4N3)(C5=C(C=C6C(=C5)C78CCN9C7C(C=CC9)(C(C(C8N6C=O)(C(=O)OC)O)OC(=O)C)CC)OC)C(=O)OC)O.OS(=O)(=O)O. Drug 2: CNC(=O)C1=NC=CC(=C1)OC2=CC=C(C=C2)NC(=O)NC3=CC(=C(C=C3)Cl)C(F)(F)F. Cell line: SK-MEL-28. Synergy scores: CSS=2.48, Synergy_ZIP=-3.37, Synergy_Bliss=-7.18, Synergy_Loewe=-10.6, Synergy_HSA=-7.27.